Dataset: Forward reaction prediction with 1.9M reactions from USPTO patents (1976-2016). Task: Predict the product of the given reaction. (1) Given the reactants [Br-:1].[Li+].[O:3]1[C:7]2[CH:8]=[CH:9][CH:10]=[CH:11][C:6]=2[O:5][CH2:4]1, predict the reaction product. The product is: [Br:1][C:10]1[CH:9]=[CH:8][C:7]2[O:3][CH2:4][O:5][C:6]=2[CH:11]=1. (2) Given the reactants [C:1]([O:5][C:6]([NH:8][CH2:9][C:10]1[CH:31]=[CH:30][C:13]2[N:14]([CH2:19][CH2:20][CH2:21][CH2:22][O:23][C:24](=[O:29])[C:25]([CH3:28])([CH3:27])[CH3:26])[C:15]([CH2:17]O)=[N:16][C:12]=2[CH:11]=1)=[O:7])([CH3:4])([CH3:3])[CH3:2].S(Cl)([Cl:34])=O, predict the reaction product. The product is: [C:1]([O:5][C:6]([NH:8][CH2:9][C:10]1[CH:31]=[CH:30][C:13]2[N:14]([CH2:19][CH2:20][CH2:21][CH2:22][O:23][C:24](=[O:29])[C:25]([CH3:28])([CH3:27])[CH3:26])[C:15]([CH2:17][Cl:34])=[N:16][C:12]=2[CH:11]=1)=[O:7])([CH3:4])([CH3:3])[CH3:2].